From a dataset of Peptide-MHC class II binding affinity with 134,281 pairs from IEDB. Regression. Given a peptide amino acid sequence and an MHC pseudo amino acid sequence, predict their binding affinity value. This is MHC class II binding data. The peptide sequence is ALTSVLLAAAILVVA. The MHC is H-2-IAd with pseudo-sequence H-2-IAd. The binding affinity (normalized) is 0.0156.